From a dataset of Reaction yield outcomes from USPTO patents with 853,638 reactions. Predict the reaction yield, written as a fraction of the theoretical maximum amount of product (1.0 means a 100% yield; for example, 0.34 means a 34% yield). (1) The reactants are [Br:1][C:2]1[C:3]([Cl:12])=[N:4][CH:5]=[C:6]([S:8](Cl)(=[O:10])=[O:9])[CH:7]=1.[NH2:13][C:14]([CH3:19])([CH2:17][OH:18])[CH2:15][OH:16]. No catalyst specified. The product is [OH:16][CH2:15][C:14]([NH:13][S:8]([C:6]1[CH:5]=[N:4][C:3]([Cl:12])=[C:2]([Br:1])[CH:7]=1)(=[O:10])=[O:9])([CH2:17][OH:18])[CH3:19]. The yield is 0.830. (2) The reactants are [F:1][C:2]([F:13])([F:12])[C:3]1[CH:4]=[C:5]([CH:9]=[CH:10][CH:11]=1)[C:6]([NH2:8])=[O:7].[Cl:14][CH2:15][C:16](=O)[CH2:17]Cl. No catalyst specified. The product is [Cl:14][CH2:15][C:16]1[N:8]=[C:6]([C:5]2[CH:9]=[CH:10][CH:11]=[C:3]([C:2]([F:12])([F:13])[F:1])[CH:4]=2)[O:7][CH:17]=1. The yield is 0.670. (3) The reactants are [CH2:1]([O:8][C:9]1[C:14]([C:15]#[N:16])=[C:13](Br)[N:12]=[CH:11][CH:10]=1)[C:2]1[CH:7]=[CH:6][CH:5]=[CH:4][CH:3]=1.O.[NH2:19][NH2:20]. The catalyst is C1COCC1. The product is [CH2:1]([O:8][C:9]1[C:14]([C:15]#[N:16])=[C:13]([NH:19][NH2:20])[N:12]=[CH:11][CH:10]=1)[C:2]1[CH:7]=[CH:6][CH:5]=[CH:4][CH:3]=1. The yield is 0.950. (4) The reactants are [NH2:1][C:2]1[CH:11]=[C:10]([O:12][CH3:13])[C:9]([OH:14])=[CH:8][C:3]=1[C:4](OC)=[O:5].CC(O)=O.O.[CH:20]([NH2:22])=O. No catalyst specified. The product is [OH:14][C:9]1[CH:8]=[C:3]2[C:2](=[CH:11][C:10]=1[O:12][CH3:13])[N:1]=[CH:20][NH:22][C:4]2=[O:5]. The yield is 0.890. (5) The reactants are [CH2:1]([O:3][C:4]([C:6]1[CH:7]=[C:8]2[C:13](=[CH:14][CH:15]=1)[NH:12][CH:11]([C:16]1[CH:21]=[C:20]([Cl:22])[CH:19]=[C:18]([Br:23])[CH:17]=1)[C:10]([CH3:25])([CH3:24])[CH:9]2O)=[O:5])[CH3:2].FC(F)(F)C(O)=O. The catalyst is C([SiH](CC)CC)C. The product is [CH2:1]([O:3][C:4]([C:6]1[CH:7]=[C:8]2[C:13](=[CH:14][CH:15]=1)[NH:12][CH:11]([C:16]1[CH:21]=[C:20]([Cl:22])[CH:19]=[C:18]([Br:23])[CH:17]=1)[C:10]([CH3:24])([CH3:25])[CH2:9]2)=[O:5])[CH3:2]. The yield is 0.420.